From a dataset of Full USPTO retrosynthesis dataset with 1.9M reactions from patents (1976-2016). Predict the reactants needed to synthesize the given product. (1) The reactants are: [C:1]([CH2:3][C:4]1[CH:5]=[C:6]([CH:11]=[CH:12][CH:13]=1)[C:7]([O:9][CH3:10])=[O:8])#[N:2].[BH4-].[Na+].FC(F)(F)C(O)=O.O. Given the product [NH2:2][CH2:1][CH2:3][C:4]1[CH:5]=[C:6]([CH:11]=[CH:12][CH:13]=1)[C:7]([O:9][CH3:10])=[O:8], predict the reactants needed to synthesize it. (2) Given the product [Cl:9][C:6]1[CH:5]=[N:4][CH:3]=[C:2]([Cl:1])[C:7]=1[N:17]1[CH2:18][CH2:19][CH:14]([NH:13][C:10](=[O:12])[CH3:11])[CH2:15][CH2:16]1, predict the reactants needed to synthesize it. The reactants are: [Cl:1][C:2]1[CH:3]=[N:4][CH:5]=[C:6]([Cl:9])[C:7]=1Cl.[C:10]([NH:13][CH:14]1[CH2:19][CH2:18][NH:17][CH2:16][CH2:15]1)(=[O:12])[CH3:11].C(N(CC)CC)C. (3) Given the product [NH2:21][C:3]1[CH:4]=[C:5]([CH:8]2[CH2:13][CH2:12][N:11]([C:14]([O:16][C:17]([CH3:20])([CH3:19])[CH3:18])=[O:15])[CH2:10][CH2:9]2)[CH:6]=[N:7][C:2]=1[NH2:1], predict the reactants needed to synthesize it. The reactants are: [NH2:1][C:2]1[N:7]=[CH:6][C:5]([C:8]2[CH2:13][CH2:12][N:11]([C:14]([O:16][C:17]([CH3:20])([CH3:19])[CH3:18])=[O:15])[CH2:10][CH:9]=2)=[CH:4][C:3]=1[N+:21]([O-])=O.CCOC(C)=O.